Predict the product of the given reaction. From a dataset of Forward reaction prediction with 1.9M reactions from USPTO patents (1976-2016). (1) Given the reactants CO/[N:3]=[C:4]1/[CH2:5][CH2:6][C:7]2[C:12]/1=[CH:11][CH:10]=[C:9]([C:13]([CH3:16])([CH3:15])[CH3:14])[CH:8]=2.N, predict the reaction product. The product is: [C:13]([C:9]1[CH:8]=[C:7]2[C:12](=[CH:11][CH:10]=1)[CH:4]([NH2:3])[CH2:5][CH2:6]2)([CH3:16])([CH3:14])[CH3:15]. (2) Given the reactants Cl.[Cl:2][C:3]1[CH:4]=[CH:5][C:6]([S:11]([CH2:14][CH3:15])(=[O:13])=[O:12])=[C:7]([CH:10]=1)[CH2:8][NH2:9].[F:16][C:17]([F:32])([F:31])[C:18]1[CH:19]=[C:20]([CH:24]=[C:25]([C:27]([F:30])([F:29])[F:28])[CH:26]=1)[C:21](O)=[O:22], predict the reaction product. The product is: [Cl:2][C:3]1[CH:4]=[CH:5][C:6]([S:11]([CH2:14][CH3:15])(=[O:13])=[O:12])=[C:7]([CH2:8][NH:9][C:21](=[O:22])[C:20]2[CH:24]=[C:25]([C:27]([F:28])([F:29])[F:30])[CH:26]=[C:18]([C:17]([F:16])([F:31])[F:32])[CH:19]=2)[CH:10]=1. (3) Given the reactants [CH2:1]([Li])CCC.[CH2:6]([N:9]([CH2:32][CH2:33][CH3:34])[C:10]1[CH:11]=[C:12]([CH:30]=O)[C:13](=[O:29])[N:14]2[C:19]=1[CH:18]=[CH:17][CH:16]=[C:15]2[C:20]1[C:25]([CH3:26])=[CH:24][C:23]([CH3:27])=[CH:22][C:21]=1[CH3:28])[CH2:7][CH3:8], predict the reaction product. The product is: [CH2:32]([N:9]([CH2:6][CH2:7][CH3:8])[C:10]1[CH:11]=[C:12]([CH:30]=[CH2:1])[C:13](=[O:29])[N:14]2[C:19]=1[CH:18]=[CH:17][CH:16]=[C:15]2[C:20]1[C:21]([CH3:28])=[CH:22][C:23]([CH3:27])=[CH:24][C:25]=1[CH3:26])[CH2:33][CH3:34].